This data is from Full USPTO retrosynthesis dataset with 1.9M reactions from patents (1976-2016). The task is: Predict the reactants needed to synthesize the given product. (1) Given the product [Si:21]([O:20][C:19]1[CH:18]=[C:17]([CH:30]=[CH:29][CH:28]=1)[CH2:16][O:14][C:13]1[C:8]([NH:7][C:4]2[S:5][CH:6]=[C:2]([CH3:1])[N:3]=2)=[N:9][CH:10]=[CH:11][CH:12]=1)([C:24]([CH3:27])([CH3:26])[CH3:25])([CH3:23])[CH3:22], predict the reactants needed to synthesize it. The reactants are: [CH3:1][C:2]1[N:3]=[C:4]([NH:7][C:8]2[C:13]([OH:14])=[CH:12][CH:11]=[CH:10][N:9]=2)[S:5][CH:6]=1.Br[CH2:16][C:17]1[CH:18]=[C:19]([CH:28]=[CH:29][CH:30]=1)[O:20][Si:21]([C:24]([CH3:27])([CH3:26])[CH3:25])([CH3:23])[CH3:22].C(=O)([O-])[O-].[K+].[K+]. (2) Given the product [C:1]([N:4]([CH2:24][C:25]1[CH:30]=[C:29]([C:31]([F:34])([F:33])[F:32])[CH:28]=[C:27]([C:35]([F:38])([F:37])[F:36])[CH:26]=1)[CH:5]1[CH2:11][CH2:10][CH2:9][N:8]([C:12]([O:14][CH:15]([CH3:17])[CH3:16])=[O:13])[C:7]2[C:18]([N:42]([CH3:43])[CH3:39])=[CH:19][C:20]([CH3:22])=[CH:21][C:6]1=2)(=[O:3])[CH3:2], predict the reactants needed to synthesize it. The reactants are: [C:1]([N:4]([CH2:24][C:25]1[CH:30]=[C:29]([C:31]([F:34])([F:33])[F:32])[CH:28]=[C:27]([C:35]([F:38])([F:37])[F:36])[CH:26]=1)[CH:5]1[CH2:11][CH2:10][CH2:9][N:8]([C:12]([O:14][CH:15]([CH3:17])[CH3:16])=[O:13])[C:7]2[C:18](Br)=[CH:19][C:20]([CH3:22])=[CH:21][C:6]1=2)(=[O:3])[CH3:2].[C:39]([N:42](CC1C=C(C(F)(F)F)C=C(C(F)(F)F)C=1)[CH:43]1CCCN(C(OC(C)C)=O)C2C=C(Cl)C(N(C)C)=CC1=2)(=O)C.